This data is from Peptide-MHC class II binding affinity with 134,281 pairs from IEDB. The task is: Regression. Given a peptide amino acid sequence and an MHC pseudo amino acid sequence, predict their binding affinity value. This is MHC class II binding data. (1) The peptide sequence is MLWHAMPPELNTARL. The MHC is DRB1_0301 with pseudo-sequence DRB1_0301. The binding affinity (normalized) is 0.0402. (2) The peptide sequence is VLMAVVLASLIYRRR. The MHC is DRB1_0901 with pseudo-sequence DRB1_0901. The binding affinity (normalized) is 0. (3) The peptide sequence is YDEPMTPGQCNMVVE. The MHC is HLA-DPA10201-DPB11401 with pseudo-sequence HLA-DPA10201-DPB11401. The binding affinity (normalized) is 0. (4) The peptide sequence is TEAVQKIATESIVIWGKTPKFRL. The MHC is HLA-DQA10301-DQB10301 with pseudo-sequence HLA-DQA10301-DQB10301. The binding affinity (normalized) is 0.299. (5) The peptide sequence is QGFQGNPGEPGEP. The MHC is DRB1_0401 with pseudo-sequence DRB1_0401. The binding affinity (normalized) is 0.409.